Dataset: Reaction yield outcomes from USPTO patents with 853,638 reactions. Task: Predict the reaction yield, written as a fraction of the theoretical maximum amount of product (1.0 means a 100% yield; for example, 0.34 means a 34% yield). (1) The yield is 0.830. The product is [CH3:10][O:11][CH:12]1[CH2:16][CH2:15][N:14]([C:17]2[CH:18]=[C:19]([S:23]([Cl:1])(=[O:25])=[O:24])[CH:20]=[CH:21][CH:22]=2)[CH2:13]1. The reactants are [Cl:1]NC(=O)CCC(N)=O.[CH3:10][O:11][CH:12]1[CH2:16][CH2:15][N:14]([C:17]2[CH:18]=[C:19]([S:23]([O-:25])=[O:24])[CH:20]=[CH:21][CH:22]=2)[CH2:13]1.[Li+]. The catalyst is ClCCl. (2) The reactants are Cl[C:2]1[C:7](Cl)=[CH:6][CH:5]=[CH:4][C:3]=1[N:9]1[CH2:14][CH2:13][N:12]([CH2:15][CH2:16][CH2:17][CH2:18][O:19][C:20]2[N:25]=[C:24]3[NH:26][N:27]=[CH:28][C:23]3=[CH:22][CH:21]=2)[CH2:11][CH2:10]1.[C:29]1(N2CCNCC2)[C:38]2[C:29](=[CH:30][CH:31]=CC=2)[CH:38]=[CH:31][CH:30]=1. No catalyst specified. The product is [C:3]1([N:9]2[CH2:14][CH2:13][N:12]([CH2:15][CH2:16][CH2:17][CH2:18][O:19][C:20]3[N:25]=[C:24]4[NH:26][N:27]=[CH:28][C:23]4=[CH:22][CH:21]=3)[CH2:11][CH2:10]2)[C:2]2[C:7](=[CH:38][CH:29]=[CH:30][CH:31]=2)[CH:6]=[CH:5][CH:4]=1. The yield is 0.530. (3) The reactants are [Cl:1][C:2]1[CH:3]=[C:4]([C:28]([OH:30])=O)[CH:5]=[N:6][C:7]=1[NH:8][NH:9][C:10]([NH:12][CH:13]1[C:23]2[C:18](=[N:19][CH:20]=[CH:21][CH:22]=2)[CH2:17][CH2:16][C:15]2[CH:24]=[CH:25][CH:26]=[CH:27][C:14]1=2)=[S:11].CN(C(ON1N=NC2C=CC=NC1=2)=[N+](C)C)C.F[P-](F)(F)(F)(F)F.CCN(C(C)C)C(C)C.Cl.[NH2:65][C@@H:66]1[CH2:70][CH2:69][N:68]([CH3:71])[C:67]1=[O:72]. The catalyst is CC(N(C)C)=O. The product is [Cl:1][C:2]1[CH:3]=[C:4]([C:28]([NH:65][C@@H:66]2[CH2:70][CH2:69][N:68]([CH3:71])[C:67]2=[O:72])=[O:30])[CH:5]=[N:6][C:7]=1[NH:8][NH:9][C:10]([NH:12][CH:13]1[C:23]2[C:18](=[N:19][CH:20]=[CH:21][CH:22]=2)[CH2:17][CH2:16][C:15]2[CH:24]=[CH:25][CH:26]=[CH:27][C:14]1=2)=[S:11]. The yield is 0.210. (4) The catalyst is C1COCC1.O.C(OCC)(=O)C.C1C=CC([P]([Pd]([P](C2C=CC=CC=2)(C2C=CC=CC=2)C2C=CC=CC=2)([P](C2C=CC=CC=2)(C2C=CC=CC=2)C2C=CC=CC=2)[P](C2C=CC=CC=2)(C2C=CC=CC=2)C2C=CC=CC=2)(C2C=CC=CC=2)C2C=CC=CC=2)=CC=1. The reactants are [Cl:1][C:2]1[CH:3]=[C:4](OS(C(F)(F)F)(=O)=O)[CH:5]=[CH:6][C:7]=1[CH2:8][C@@H:9]1[CH2:13][CH2:12][N:11]([N:14]2[CH2:19][CH2:18][CH:17]([O:20][Si:21]([CH:28]([CH3:30])[CH3:29])([CH:25]([CH3:27])[CH3:26])[CH:22]([CH3:24])[CH3:23])[CH2:16][CH2:15]2)[C:10]1=[O:31].[CH3:40][O:41][C:42]([C:44]1[CH:49]=[CH:48][C:47](B(O)O)=[CH:46][CH:45]=1)=[O:43].C(=O)([O-])[O-].[Na+].[Na+]. The yield is 0.930. The product is [CH3:40][O:41][C:42]([C:44]1[CH:49]=[CH:48][C:47]([C:4]2[CH:5]=[CH:6][C:7]([CH2:8][C@@H:9]3[CH2:13][CH2:12][N:11]([N:14]4[CH2:19][CH2:18][CH:17]([O:20][Si:21]([CH:25]([CH3:27])[CH3:26])([CH:28]([CH3:30])[CH3:29])[CH:22]([CH3:23])[CH3:24])[CH2:16][CH2:15]4)[C:10]3=[O:31])=[C:2]([Cl:1])[CH:3]=2)=[CH:46][CH:45]=1)=[O:43]. (5) The reactants are [Br:1][C:2]1[C:3]([C:13]([F:16])([F:15])[F:14])=[N:4][CH:5]=[C:6](/[CH:8]=[CH:9]/OCC)[CH:7]=1.O.Cl.[CH3:19][NH:20][CH3:21].C(O[BH-](OC(=O)C)OC(=O)C)(=O)C.[Na+]. The catalyst is CC(O)=O.C(Cl)Cl. The product is [Br:1][C:2]1[CH:7]=[C:6]([CH2:8][CH2:9][N:20]([CH3:21])[CH3:19])[CH:5]=[N:4][C:3]=1[C:13]([F:16])([F:15])[F:14]. The yield is 0.150. (6) The reactants are Br[C:2]1[CH:3]=[CH:4][C:5]2[N:6]([N:8]=[C:9]([NH:11][C:12](=[O:19])[C:13]3[CH:18]=[CH:17][CH:16]=[N:15][CH:14]=3)[N:10]=2)[CH:7]=1.[CH3:20][O:21][C:22]1[CH:23]=[C:24](B(O)O)[CH:25]=[CH:26][CH:27]=1. No catalyst specified. The product is [CH3:20][O:21][C:22]1[CH:27]=[C:26]([C:2]2[CH:3]=[CH:4][C:5]3[N:6]([N:8]=[C:9]([NH:11][C:12](=[O:19])[C:13]4[CH:18]=[CH:17][CH:16]=[N:15][CH:14]=4)[N:10]=3)[CH:7]=2)[CH:25]=[CH:24][CH:23]=1. The yield is 0.530. (7) The reactants are [Cl:1][C:2]1[CH:7]=[CH:6][C:5]([C@@H:8]2[CH2:12][NH:11][CH2:10][C@H:9]2[C:13]([O:15][CH3:16])=[O:14])=[CH:4][CH:3]=1.CCN(C(C)C)C(C)C.Cl[C:27]1[N:28]=[N:29][C:30]([CH3:33])=[CH:31][CH:32]=1. The catalyst is O1CCOCC1. The product is [Cl:1][C:2]1[CH:7]=[CH:6][C:5]([C@@H:8]2[CH2:12][N:11]([C:27]3[N:28]=[N:29][C:30]([CH3:33])=[CH:31][CH:32]=3)[CH2:10][C@H:9]2[C:13]([O:15][CH3:16])=[O:14])=[CH:4][CH:3]=1. The yield is 0.750. (8) The reactants are C[O:2][C:3]([C:5]1[CH:6]=[C:7]2[C:11](=[CH:12][C:13]=1[O:14][CH3:15])[CH2:10][CH2:9][C:8]2=[O:16])=[O:4].O[Li].O. The catalyst is C1COCC1.O. The product is [CH3:15][O:14][C:13]1[CH:12]=[C:11]2[C:7]([C:8](=[O:16])[CH2:9][CH2:10]2)=[CH:6][C:5]=1[C:3]([OH:4])=[O:2]. The yield is 0.898.